From a dataset of Forward reaction prediction with 1.9M reactions from USPTO patents (1976-2016). Predict the product of the given reaction. (1) Given the reactants [CH3:1][O:2][C:3](=[O:20])[NH:4][C:5]1[CH:10]=[C:9]([C:11]([C:13]2[CH:14]=[N:15][CH:16]=[CH:17][CH:18]=2)=[O:12])[CH:8]=[C:7](Br)[CH:6]=1.CC1(C)C(C)(C)OB([C:29]2[CH:37]=[CH:36][CH:35]=[C:34]3[C:30]=2[CH:31]=[CH:32][N:33]3[Si:38]([CH:45]([CH3:47])[CH3:46])([CH:42]([CH3:44])[CH3:43])[CH:39]([CH3:41])[CH3:40])O1.[O-]P([O-])([O-])=O.[K+].[K+].[K+], predict the reaction product. The product is: [CH3:1][O:2][C:3](=[O:20])[NH:4][C:5]1[CH:6]=[C:7]([C:29]2[CH:37]=[CH:36][CH:35]=[C:34]3[C:30]=2[CH:31]=[CH:32][N:33]3[Si:38]([CH:42]([CH3:44])[CH3:43])([CH:45]([CH3:47])[CH3:46])[CH:39]([CH3:40])[CH3:41])[CH:8]=[C:9]([C:11]([C:13]2[CH:14]=[N:15][CH:16]=[CH:17][CH:18]=2)=[O:12])[CH:10]=1. (2) Given the reactants [C:1]([C:3]1[CH:4]=[C:5](B(O)O)[CH:6]=[CH:7][CH:8]=1)#[N:2].FC(F)(F)S(O[C:18]1[CH2:23][CH2:22][N:21]([C:24]([O:26][CH2:27][C:28]2[CH:33]=[CH:32][CH:31]=[CH:30][CH:29]=2)=[O:25])[CH2:20][CH:19]=1)(=O)=O, predict the reaction product. The product is: [C:1]([C:3]1[CH:4]=[C:5]([C:18]2[CH2:23][CH2:22][N:21]([C:24]([O:26][CH2:27][C:28]3[CH:29]=[CH:30][CH:31]=[CH:32][CH:33]=3)=[O:25])[CH2:20][CH:19]=2)[CH:6]=[CH:7][CH:8]=1)#[N:2]. (3) Given the reactants [Cl:1][C:2]1[C:3]([C:8](=[O:15])[CH2:9][C:10]([O:12][CH2:13][CH3:14])=[O:11])=[N:4][CH:5]=[CH:6][CH:7]=1.CO[CH:18](OC)[N:19]([CH3:21])[CH3:20], predict the reaction product. The product is: [CH2:13]([O:12][C:10](=[O:11])[C:9]([C:8]([C:3]1[C:2]([Cl:1])=[CH:7][CH:6]=[CH:5][N:4]=1)=[O:15])=[CH:18][N:19]([CH3:21])[CH3:20])[CH3:14]. (4) Given the reactants [CH3:1][S:2]([C:5]1[CH:10]=[CH:9][C:8]([NH:11][C:12]2[C:17]([N+:18]([O-:20])=[O:19])=[C:16]([O:21][CH:22]3[CH2:27][CH2:26][NH:25][CH2:24][CH2:23]3)[N:15]=[CH:14][N:13]=2)=[CH:7][CH:6]=1)(=[O:4])=[O:3].C(N(CC)CC)C.Cl[C:36]([O:38][CH:39]([CH3:41])[CH3:40])=[O:37], predict the reaction product. The product is: [CH:39]([O:38][C:36]([N:25]1[CH2:26][CH2:27][CH:22]([O:21][C:16]2[C:17]([N+:18]([O-:20])=[O:19])=[C:12]([NH:11][C:8]3[CH:9]=[CH:10][C:5]([S:2]([CH3:1])(=[O:4])=[O:3])=[CH:6][CH:7]=3)[N:13]=[CH:14][N:15]=2)[CH2:23][CH2:24]1)=[O:37])([CH3:41])[CH3:40]. (5) Given the reactants [CH3:1][O:2][C:3]1[CH:9]=[CH:8][C:7]([O:10]C)=[CH:6][C:4]=1[NH2:5].[Cl:12][C:13]1[CH:21]=[C:20]([O:22]C)[CH:19]=[CH:18][C:14]=1C(O)=O, predict the reaction product. The product is: [Cl:12][C:13]1[CH:21]=[C:20]([OH:22])[CH:19]=[CH:18][C:14]=1[C:1]1[O:2][C:3]2[CH:9]=[CH:8][C:7]([OH:10])=[CH:6][C:4]=2[N:5]=1. (6) Given the reactants Br[C:2]1[CH:3]=[C:4]([C:14]([NH:16][CH2:17][C:18]2[C:19](=[O:26])[NH:20][C:21]([CH3:25])=[CH:22][C:23]=2[CH3:24])=[O:15])[C:5]2[CH:6]=[N:7][N:8]([CH:11]([CH3:13])[CH3:12])[C:9]=2[CH:10]=1.[CH3:27][O:28][C:29]1[N:34]=[CH:33][C:32](B(O)O)=[CH:31][CH:30]=1.C(=O)(O)[O-].[Na+].O, predict the reaction product. The product is: [CH3:24][C:23]1[CH:22]=[C:21]([CH3:25])[NH:20][C:19](=[O:26])[C:18]=1[CH2:17][NH:16][C:14]([C:4]1[C:5]2[CH:6]=[N:7][N:8]([CH:11]([CH3:13])[CH3:12])[C:9]=2[CH:10]=[C:2]([C:32]2[CH:33]=[N:34][C:29]([O:28][CH3:27])=[CH:30][CH:31]=2)[CH:3]=1)=[O:15]. (7) Given the reactants [Cl:1][C:2]1[C:3]2[S:10][CH:9]=[C:8]([CH3:11])[C:4]=2[N:5]=[CH:6][N:7]=1.O.[NH2:13][NH2:14], predict the reaction product. The product is: [ClH:1].[CH3:11][C:8]1[C:4]2[N:5]=[CH:6][N:7]=[C:2]([NH:13][NH2:14])[C:3]=2[S:10][CH:9]=1.